Dataset: Full USPTO retrosynthesis dataset with 1.9M reactions from patents (1976-2016). Task: Predict the reactants needed to synthesize the given product. (1) Given the product [O:9]1[CH:10]=[CH:11][N:12]=[C:8]1[C:6]1[N:7]=[C:2]([NH:25][C:26]2[CH:27]=[CH:28][C:29]([N:32]3[CH2:33][CH2:34][N:35]([C:38](=[O:40])[CH3:39])[CH2:36][CH2:37]3)=[CH:30][CH:31]=2)[C:3]2[NH:15][N:14]=[CH:13][C:4]=2[N:5]=1, predict the reactants needed to synthesize it. The reactants are: Cl[C:2]1[C:3]2[C:4](=[CH:13][N:14](CC3C=CC(OC)=CC=3)[N:15]=2)[N:5]=[C:6]([C:8]2[O:9][CH:10]=[CH:11][N:12]=2)[N:7]=1.[NH2:25][C:26]1[CH:31]=[CH:30][C:29]([N:32]2[CH2:37][CH2:36][N:35]([C:38](=[O:40])[CH3:39])[CH2:34][CH2:33]2)=[CH:28][CH:27]=1.Cl. (2) Given the product [O:18]1[CH2:23][CH2:22][CH2:21][CH2:20][CH:19]1[O:8][CH2:7][C:2]1[CH:3]=[CH:4][CH:5]=[CH:6][C:1]=1[CH2:9][OH:10], predict the reactants needed to synthesize it. The reactants are: [C:1]1([CH2:9][OH:10])[C:2]([CH2:7][OH:8])=[CH:3][CH:4]=[CH:5][CH:6]=1.C1(C)C=CC=CC=1.[O:18]1[CH:23]=[CH:22][CH2:21][CH2:20][CH2:19]1. (3) Given the product [F:17][C:15]1[CH:14]=[CH:13][C:5]2[N:6]=[C:7]([NH:24][C@H:20]([C:19]([F:26])([F:25])[F:18])[CH:21]([CH3:23])[CH3:22])[C:8]3[CH:9]=[CH:10][NH:11][C:2](=[O:40])[C:3]=3[C:4]=2[CH:16]=1, predict the reactants needed to synthesize it. The reactants are: Cl[C:2]1[N:11]=[CH:10][CH:9]=[C:8]2[C:3]=1[C:4]1[CH:16]=[C:15]([F:17])[CH:14]=[CH:13][C:5]=1[N:6]=[C:7]2Cl.[F:18][C:19]([F:26])([F:25])[C@@H:20]([NH2:24])[CH:21]([CH3:23])[CH3:22].C[Si]([N-][Si](C)(C)C)(C)C.[Li+].C1C[O:40]CC1. (4) Given the product [Br:1][C:2]1[N:3]=[C:4]([CH2:21][CH3:22])[C:5]([NH:10][CH:11]2[C:19]3[C:14](=[CH:15][CH:16]=[C:17]([O:43][CH3:40])[CH:18]=3)[CH2:13][CH2:12]2)=[N:6][C:7]=1[CH2:8][CH3:9], predict the reactants needed to synthesize it. The reactants are: [Br:1][C:2]1[N:3]=[C:4]([CH2:21][CH3:22])[C:5]([NH:10][C@@H:11]2[C:19]3[C:14](=[CH:15][CH:16]=[CH:17][CH:18]=3)[CH2:13][C@@H:12]2O)=[N:6][C:7]=1[CH2:8][CH3:9].C(C1C(NC2C3C(=CC=[C:40]([O:43]C)C=3)CC2)=NC(CC)=CN=1)C. (5) Given the product [CH3:4][C:3]1[N:5]=[C:6]([C:7]2[CH:12]=[CH:11][N:10]=[C:9]([CH3:13])[CH:8]=2)[S:17][C:2]=1[NH2:1], predict the reactants needed to synthesize it. The reactants are: [NH2:1][C:2](=O)[CH:3]([NH:5][C:6](=O)[C:7]1[CH:12]=[CH:11][N:10]=[C:9]([CH3:13])[CH:8]=1)[CH3:4].P12(SP3(SP(SP(S3)(S1)=S)(=S)S2)=S)=[S:17]. (6) Given the product [C:1]([S:5][C:6](=[O:11])[CH:7]([CH2:15][C:16]1[CH:17]=[CH:18][C:19]([N:22]2[CH:26]=[CH:25][CH:24]=[N:23]2)=[CH:20][CH:21]=1)[C:8](=[O:10])[CH3:9])([CH3:4])([CH3:2])[CH3:3], predict the reactants needed to synthesize it. The reactants are: [C:1]([S:5][C:6](=[O:11])[CH2:7][C:8](=[O:10])[CH3:9])([CH3:4])([CH3:3])[CH3:2].[H-].[Na+].Br[CH2:15][C:16]1[CH:21]=[CH:20][C:19]([N:22]2[CH:26]=[CH:25][CH:24]=[N:23]2)=[CH:18][CH:17]=1.[Cl-].[Na+].